The task is: Predict which catalyst facilitates the given reaction.. This data is from Catalyst prediction with 721,799 reactions and 888 catalyst types from USPTO. (1) Reactant: [CH:1]1([N:4]2[C:11](=[O:12])[CH2:10][CH2:9][N:8]([CH2:13][C:14]([C:16]3[CH:21]=[CH:20][C:19]([F:22])=[CH:18][CH:17]=3)=[O:15])[C:7]3[CH:23]=[CH:24][C:25]([O:27][CH3:28])=[CH:26][C:6]=3[CH2:5]2)[CH2:3][CH2:2]1.[BH4-].[Na+].CC(C)=O.ClCCl. Product: [CH:1]1([N:4]2[C:11](=[O:12])[CH2:10][CH2:9][N:8]([CH2:13][CH:14]([C:16]3[CH:21]=[CH:20][C:19]([F:22])=[CH:18][CH:17]=3)[OH:15])[C:7]3[CH:23]=[CH:24][C:25]([O:27][CH3:28])=[CH:26][C:6]=3[CH2:5]2)[CH2:2][CH2:3]1. The catalyst class is: 8. (2) Product: [C:1](=[O:14])([OH:3])[OH:2].[NH2:4][C@H:5]([C:13]([OH:15])=[O:14])[CH2:6][CH2:7][CH2:8][NH:9][C:10](=[NH:11])[NH2:12]. The catalyst class is: 6. Reactant: [C:1](=[O:3])=[O:2].[NH2:4][C@H:5]([C:13]([OH:15])=[O:14])[CH2:6][CH2:7][CH2:8][NH:9][C:10](=[NH:12])[NH2:11]. (3) Reactant: [C:1]([OH:5])(C)([CH3:3])[CH3:2].CC[C@@H]1[C@@H]2C[C@H]([C@@H](OC3C4C(=CC=CC=4)C(O[C@@H](C4C=CN=C5C=4C=C(OC)C=C5)[C@@H]4N5C[C@H](CC)[C@@H](CC5)C4)=NN=3)C3C=CN=C4C=3C=C([O:27]C)C=C4)N(CC2)C1.[F:64][C:65]([F:77])([F:76])[CH2:66][O:67][C:68]1[CH:73]=[CH:72]C(C=C)=[CH:70][N:69]=1. The catalyst class is: 6. Product: [F:64][C:65]([F:77])([F:76])[CH2:66][O:67][C:68]1[N:69]=[CH:70][C:2]([CH:1]([OH:5])[CH2:3][OH:27])=[CH:72][CH:73]=1. (4) Reactant: [CH2:1]([C:8]1[S:12][C:11]([NH:13][C:14]([C:16]2[CH:32]=[CH:31][C:19]([O:20][CH:21]3[CH2:26][CH2:25][CH:24]([C:27]([O:29]C)=[O:28])[CH2:23][CH2:22]3)=[CH:18][CH:17]=2)=[O:15])=[N:10][N:9]=1)[C:2]1[CH:7]=[CH:6][CH:5]=[CH:4][CH:3]=1.O1CCCC1.O.[OH-].[Li+]. Product: [CH2:1]([C:8]1[S:12][C:11]([NH:13][C:14]([C:16]2[CH:32]=[CH:31][C:19]([O:20][CH:21]3[CH2:22][CH2:23][CH:24]([C:27]([OH:29])=[O:28])[CH2:25][CH2:26]3)=[CH:18][CH:17]=2)=[O:15])=[N:10][N:9]=1)[C:2]1[CH:3]=[CH:4][CH:5]=[CH:6][CH:7]=1. The catalyst class is: 6. (5) Reactant: Br[C:2]1[CH:7]=[CH:6][CH:5]=[CH:4][C:3]=1[CH3:8].C([Li])(C)(C)C.CCCCC.[B:19](OC)([O:22]C)[O:20]C. Product: [C:3]1([CH3:8])[CH:4]=[CH:5][CH:6]=[CH:7][C:2]=1[O:20][BH:19][OH:22]. The catalyst class is: 7. (6) Reactant: Br[C:2]1[CH:42]=[C:41]([CH3:43])[CH:40]=[CH:39][C:3]=1[CH2:4][O:5][CH:6]1[CH:11]([C:12]2[CH:17]=[CH:16][C:15]([O:18][CH2:19][CH2:20][CH2:21][O:22][CH2:23][C:24]3[CH:29]=[CH:28][CH:27]=[CH:26][C:25]=3[O:30][CH3:31])=[CH:14][CH:13]=2)[CH2:10][CH2:9][N:8]([C:32]([O:34][C:35]([CH3:38])([CH3:37])[CH3:36])=[O:33])[CH2:7]1.C(=[NH:57])(C1C=CC=CC=1)C1C=CC=CC=1.CC(C)([O-])C.[Na+].C1(C)C=CC=CC=1. Product: [NH2:57][C:2]1[CH:42]=[C:41]([CH3:43])[CH:40]=[CH:39][C:3]=1[CH2:4][O:5][CH:6]1[CH:11]([C:12]2[CH:17]=[CH:16][C:15]([O:18][CH2:19][CH2:20][CH2:21][O:22][CH2:23][C:24]3[CH:29]=[CH:28][CH:27]=[CH:26][C:25]=3[O:30][CH3:31])=[CH:14][CH:13]=2)[CH2:10][CH2:9][N:8]([C:32]([O:34][C:35]([CH3:38])([CH3:37])[CH3:36])=[O:33])[CH2:7]1. The catalyst class is: 170. (7) Reactant: C(N1CCN(C2N=C(Br)C=C3C=CSC=23)CC1)C.[CH2:19]([N:21]1[CH2:26][CH2:25][N:24]([C:27]2[N:28]=[C:29]([C:36]3[CH:41]=[CH:40][C:39]([O:42][CH2:43][CH2:44][CH2:45][O:46]C4CCCCO4)=[CH:38][CH:37]=3)[CH:30]=[C:31]3[CH:35]=[CH:34][S:33][C:32]=23)[CH2:23][CH2:22]1)[CH3:20].[ClH:53]. Product: [ClH:53].[ClH:53].[CH2:19]([N:21]1[CH2:26][CH2:25][N:24]([C:27]2[N:28]=[C:29]([C:36]3[CH:41]=[CH:40][C:39]([O:42][CH2:43][CH2:44][CH2:45][OH:46])=[CH:38][CH:37]=3)[CH:30]=[C:31]3[CH:35]=[CH:34][S:33][C:32]=23)[CH2:23][CH2:22]1)[CH3:20]. The catalyst class is: 13. (8) Reactant: [CH2:1]([O:8][C:9](=[O:19])[NH:10][CH2:11][C@H:12]([NH2:18])[C@@H:13]([OH:17])[C:14]#[C:15][CH3:16])[C:2]1[CH:7]=[CH:6][CH:5]=[CH:4][CH:3]=1.[CH3:20][CH:21]([C:25]([OH:27])=O)[C:22](O)=[O:23].[F:28][C:29]([F:38])([F:37])[C:30]1[CH:31]=[C:32]([CH:34]=[CH:35][CH:36]=1)[NH2:33].C(N(CC)C(C)C)(C)C.CN(C(ON1N=NC2C=CC=NC1=2)=[N+](C)C)C.F[P-](F)(F)(F)(F)F. Product: [CH2:1]([O:8][C:9](=[O:19])[NH:10][CH2:11][C@H:12]([NH:18][C:22](=[O:23])[CH:21]([C:25](=[O:27])[NH:33][C:32]1[CH:34]=[CH:35][CH:36]=[C:30]([C:29]([F:28])([F:37])[F:38])[CH:31]=1)[CH3:20])[C@@H:13]([OH:17])[C:14]#[C:15][CH3:16])[C:2]1[CH:3]=[CH:4][CH:5]=[CH:6][CH:7]=1. The catalyst class is: 59. (9) Reactant: [O:1]([C:8]1[CH:9]=[C:10]([CH2:14]O)[CH:11]=[CH:12][CH:13]=1)[C:2]1[CH:7]=[CH:6][CH:5]=[CH:4][CH:3]=1.S(Cl)([Cl:18])=O.CN(C=O)C. Product: [Cl:18][CH2:14][C:10]1[CH:11]=[CH:12][CH:13]=[C:8]([O:1][C:2]2[CH:7]=[CH:6][CH:5]=[CH:4][CH:3]=2)[CH:9]=1. The catalyst class is: 2. (10) Reactant: [F:1][C:2]1[CH:3]=[C:4]([C:8]2[N:9]=[C:10]([NH2:21])[C:11]([NH2:20])=[N:12][C:13]=2[C:14]2[CH:19]=[CH:18][N:17]=[CH:16][CH:15]=2)[CH:5]=[CH:6][CH:7]=1.[C:22](N1C=CN=C1)(N1C=CN=C1)=[O:23]. Product: [F:1][C:2]1[CH:3]=[C:4]([C:8]2[N:9]=[C:10]3[NH:21][C:22](=[O:23])[NH:20][C:11]3=[N:12][C:13]=2[C:14]2[CH:19]=[CH:18][N:17]=[CH:16][CH:15]=2)[CH:5]=[CH:6][CH:7]=1. The catalyst class is: 1.